This data is from Catalyst prediction with 721,799 reactions and 888 catalyst types from USPTO. The task is: Predict which catalyst facilitates the given reaction. (1) Reactant: Cl[C:2]1[N:3]=[CH:4][C:5]2[S:10][CH:9]=[C:8]([CH:11]=[O:12])[C:6]=2[N:7]=1.[O-][Cl:14]=O.[Na+].[OH2:17]. Product: [Cl:14][C:4]1[C:5]2[S:10][CH:9]=[C:8]([C:11]([OH:12])=[O:17])[C:6]=2[N:7]=[CH:2][N:3]=1. The catalyst class is: 16. (2) Reactant: [CH3:1][C:2]([CH3:14])([CH3:13])[CH2:3][CH2:4][NH:5][C:6](=[O:12])[O:7][C:8]([CH3:11])([CH3:10])[CH3:9].[H-].[Na+].[CH3:17]I. Product: [CH3:1][C:2]([CH3:14])([CH3:13])[CH2:3][CH2:4][N:5]([CH3:17])[C:6](=[O:12])[O:7][C:8]([CH3:11])([CH3:10])[CH3:9]. The catalyst class is: 3. (3) Reactant: [CH3:1][CH:2]([CH3:33])[C:3]([O:5][C:6]1[CH:11]=[CH:10][C:9]([P:12]([O:23][CH2:24][CH3:25])([CH2:14][P:15]([O:20][CH2:21][CH3:22])([O:17][CH2:18][CH3:19])=[O:16])=[O:13])=[CH:8][C:7]=1[C:26]([CH3:32])([CH3:31])[CH2:27][C:28](O)=[O:29])=[O:4].[CH3:34][CH:35]1[NH:40][CH2:39][CH2:38][N:37]([C:41]2[C:46]([O:47][CH3:48])=[C:45]3[N:49]([CH:57]4[CH2:59][CH2:58]4)[CH:50]=[C:51]([C:54]([OH:56])=[O:55])[C:52](=[O:53])[C:44]3=[CH:43][C:42]=2[F:60])[CH2:36]1.C(N(C(C)C)CC)(C)C.CN(C(ON1N=NC2C=CC=CC1=2)=[N+](C)C)C.F[P-](F)(F)(F)(F)F. Product: [CH3:33][CH:2]([CH3:1])[C:3]([O:5][C:6]1[CH:11]=[CH:10][C:9]([P:12]([O:23][CH2:24][CH3:25])([CH2:14][P:15]([O:17][CH2:18][CH3:19])([O:20][CH2:21][CH3:22])=[O:16])=[O:13])=[CH:8][C:7]=1[C:26]([CH3:32])([CH3:31])[CH2:27][C:28]([N:40]1[CH2:39][CH2:38][N:37]([C:41]2[C:46]([O:47][CH3:48])=[C:45]3[C:44]([C:52](=[O:53])[C:51]([C:54]([OH:56])=[O:55])=[CH:50][N:49]3[CH:57]3[CH2:59][CH2:58]3)=[CH:43][C:42]=2[F:60])[CH2:36][CH:35]1[CH3:34])=[O:29])=[O:4]. The catalyst class is: 31.